The task is: Regression. Given two drug SMILES strings and cell line genomic features, predict the synergy score measuring deviation from expected non-interaction effect.. This data is from Merck oncology drug combination screen with 23,052 pairs across 39 cell lines. (1) Drug 1: CC(=O)OC1C(=O)C2(C)C(O)CC3OCC3(OC(C)=O)C2C(OC(=O)c2ccccc2)C2(O)CC(OC(=O)C(O)C(NC(=O)c3ccccc3)c3ccccc3)C(C)=C1C2(C)C. Drug 2: Cn1cc(-c2cnn3c(N)c(Br)c(C4CCCNC4)nc23)cn1. Cell line: SW620. Synergy scores: synergy=3.08. (2) Drug 1: Cc1nc(Nc2ncc(C(=O)Nc3c(C)cccc3Cl)s2)cc(N2CCN(CCO)CC2)n1. Drug 2: CNC(=O)c1cc(Oc2ccc(NC(=O)Nc3ccc(Cl)c(C(F)(F)F)c3)cc2)ccn1. Cell line: SKMEL30. Synergy scores: synergy=-17.5. (3) Drug 1: NC(=O)c1cccc2cn(-c3ccc(C4CCCNC4)cc3)nc12. Drug 2: NC1(c2ccc(-c3nc4ccn5c(=O)[nH]nc5c4cc3-c3ccccc3)cc2)CCC1. Cell line: RKO. Synergy scores: synergy=69.4. (4) Drug 2: Cn1c(=O)n(-c2ccc(C(C)(C)C#N)cc2)c2c3cc(-c4cnc5ccccc5c4)ccc3ncc21. Drug 1: CCN(CC)CCNC(=O)c1c(C)[nH]c(C=C2C(=O)Nc3ccc(F)cc32)c1C. Synergy scores: synergy=24.7. Cell line: NCIH2122. (5) Drug 1: NC1CCCCC1N.O=C(O)C(=O)O.[Pt+2]. Drug 2: CNC(=O)c1cc(Oc2ccc(NC(=O)Nc3ccc(Cl)c(C(F)(F)F)c3)cc2)ccn1. Cell line: NCIH23. Synergy scores: synergy=-18.1.